Regression. Given two drug SMILES strings and cell line genomic features, predict the synergy score measuring deviation from expected non-interaction effect. From a dataset of NCI-60 drug combinations with 297,098 pairs across 59 cell lines. (1) Drug 1: C1CC(=O)NC(=O)C1N2CC3=C(C2=O)C=CC=C3N. Drug 2: C1=NC(=NC(=O)N1C2C(C(C(O2)CO)O)O)N. Cell line: HCC-2998. Synergy scores: CSS=0.792, Synergy_ZIP=-0.198, Synergy_Bliss=-0.900, Synergy_Loewe=-6.16, Synergy_HSA=-2.99. (2) Drug 1: CS(=O)(=O)OCCCCOS(=O)(=O)C. Drug 2: CC1=C(C(=O)C2=C(C1=O)N3CC4C(C3(C2COC(=O)N)OC)N4)N. Cell line: COLO 205. Synergy scores: CSS=35.0, Synergy_ZIP=-6.62, Synergy_Bliss=-9.27, Synergy_Loewe=-20.8, Synergy_HSA=-3.21. (3) Drug 1: C1CN(CCN1C(=O)CCBr)C(=O)CCBr. Drug 2: CC12CCC3C(C1CCC2OP(=O)(O)O)CCC4=C3C=CC(=C4)OC(=O)N(CCCl)CCCl.[Na+]. Cell line: TK-10. Synergy scores: CSS=21.7, Synergy_ZIP=-8.53, Synergy_Bliss=-4.79, Synergy_Loewe=-9.66, Synergy_HSA=-6.05. (4) Drug 1: CC(C1=C(C=CC(=C1Cl)F)Cl)OC2=C(N=CC(=C2)C3=CN(N=C3)C4CCNCC4)N. Drug 2: CC1C(C(CC(O1)OC2CC(CC3=C2C(=C4C(=C3O)C(=O)C5=C(C4=O)C(=CC=C5)OC)O)(C(=O)C)O)N)O.Cl. Cell line: A498. Synergy scores: CSS=39.9, Synergy_ZIP=9.53, Synergy_Bliss=12.4, Synergy_Loewe=6.51, Synergy_HSA=12.3. (5) Drug 1: CC(CN1CC(=O)NC(=O)C1)N2CC(=O)NC(=O)C2. Drug 2: CC1CCC2CC(C(=CC=CC=CC(CC(C(=O)C(C(C(=CC(C(=O)CC(OC(=O)C3CCCCN3C(=O)C(=O)C1(O2)O)C(C)CC4CCC(C(C4)OC)OCCO)C)C)O)OC)C)C)C)OC. Cell line: HCC-2998. Synergy scores: CSS=4.17, Synergy_ZIP=-5.23, Synergy_Bliss=-5.06, Synergy_Loewe=-8.83, Synergy_HSA=-4.41. (6) Drug 1: CC1=C(C=C(C=C1)NC(=O)C2=CC=C(C=C2)CN3CCN(CC3)C)NC4=NC=CC(=N4)C5=CN=CC=C5. Drug 2: CS(=O)(=O)CCNCC1=CC=C(O1)C2=CC3=C(C=C2)N=CN=C3NC4=CC(=C(C=C4)OCC5=CC(=CC=C5)F)Cl. Cell line: MOLT-4. Synergy scores: CSS=12.3, Synergy_ZIP=-1.85, Synergy_Bliss=-1.22, Synergy_Loewe=-1.35, Synergy_HSA=-0.678. (7) Drug 1: C1=NC(=NC(=O)N1C2C(C(C(O2)CO)O)O)N. Drug 2: COC1=C2C(=CC3=C1OC=C3)C=CC(=O)O2. Cell line: LOX IMVI. Synergy scores: CSS=27.8, Synergy_ZIP=3.92, Synergy_Bliss=6.13, Synergy_Loewe=-27.9, Synergy_HSA=2.16.